Dataset: Full USPTO retrosynthesis dataset with 1.9M reactions from patents (1976-2016). Task: Predict the reactants needed to synthesize the given product. Given the product [C:1]([O:5][C:6](=[O:22])[NH:7][CH2:8][CH2:9][CH2:10][CH2:11][NH:12][C:13]([C:15]1[CH:16]=[N:17][C:18]([NH:24][NH2:25])=[CH:19][CH:20]=1)=[O:14])([CH3:4])([CH3:3])[CH3:2], predict the reactants needed to synthesize it. The reactants are: [C:1]([O:5][C:6](=[O:22])[NH:7][CH2:8][CH2:9][CH2:10][CH2:11][NH:12][C:13]([C:15]1[CH:16]=[N:17][C:18](Cl)=[CH:19][CH:20]=1)=[O:14])([CH3:4])([CH3:3])[CH3:2].O.[NH2:24][NH2:25].Cl.C(#N)C.